This data is from Reaction yield outcomes from USPTO patents with 853,638 reactions. The task is: Predict the reaction yield, written as a fraction of the theoretical maximum amount of product (1.0 means a 100% yield; for example, 0.34 means a 34% yield). The reactants are [F:1][C:2]([F:24])([F:23])[C:3]1[C:11]2[CH2:10][CH2:9][CH2:8][CH2:7][C:6]=2[N:5]([CH2:12][C:13]2[CH:14]=[C:15]([CH:20]=[CH:21][CH:22]=2)[C:16]([O:18]C)=[O:17])[N:4]=1.[OH-].[Na+]. The product is [F:24][C:2]([F:1])([F:23])[C:3]1[C:11]2[CH2:10][CH2:9][CH2:8][CH2:7][C:6]=2[N:5]([CH2:12][C:13]2[CH:14]=[C:15]([CH:20]=[CH:21][CH:22]=2)[C:16]([OH:18])=[O:17])[N:4]=1. The yield is 0.860. The catalyst is C(O)C.C1COCC1.